From a dataset of Reaction yield outcomes from USPTO patents with 853,638 reactions. Predict the reaction yield, written as a fraction of the theoretical maximum amount of product (1.0 means a 100% yield; for example, 0.34 means a 34% yield). (1) The reactants are [CH2:1]([C:3]1[C:4]([CH3:26])=[C:5]2[C:9](=[C:10]([O:18][CH2:19][CH2:20][Si:21]([CH3:24])([CH3:23])[CH3:22])[C:11]=1[CH2:12][CH:13]=[C:14]([CH3:17])[CH2:15]O)[C:8](=[O:25])[O:7][CH2:6]2)[CH3:2].C1(P(C2C=CC=CC=2)C2C=CC=CC=2)C=CC=CC=1.C(Br)(Br)(Br)[Br:47]. The catalyst is C(Cl)Cl. The product is [Br:47][CH2:15][C:14]([CH3:17])=[CH:13][CH2:12][C:11]1[C:10]([O:18][CH2:19][CH2:20][Si:21]([CH3:23])([CH3:24])[CH3:22])=[C:9]2[C:5]([CH2:6][O:7][C:8]2=[O:25])=[C:4]([CH3:26])[C:3]=1[CH2:1][CH3:2]. The yield is 0.870. (2) The reactants are [Si]([O:8][CH2:9][C@@H:10]1[C@H:14]2[O:15][C:16]([CH3:19])([CH3:18])[O:17][C@H:13]2[C@H:12]([N:20]2[CH:28]=[N:27][C:26]3[C:21]2=[N:22][CH:23]=[N:24][C:25]=3[CH2:29][CH2:30][O:31][CH3:32])[O:11]1)(C(C)(C)C)(C)C.F. The catalyst is C1COCC1.N1C=CC=CC=1.N1C=CC=CC=1. The product is [CH3:32][O:31][CH2:30][CH2:29][C:25]1[N:24]=[CH:23][N:22]=[C:21]2[C:26]=1[N:27]=[CH:28][N:20]2[C@H:12]1[C@@H:13]2[O:17][C:16]([CH3:18])([CH3:19])[O:15][C@@H:14]2[C@@H:10]([CH2:9][OH:8])[O:11]1. The yield is 0.700. (3) The reactants are [N:1]12[CH2:8][CH2:7][CH:4]([CH2:5][CH2:6]1)[CH:3]([NH:9][C:10](=[O:21])[C:11]1[CH:16]=[CH:15][C:14]([I:17])=[C:13]([N+:18]([O-])=O)[CH:12]=1)[CH2:2]2.O.O.[Sn](Cl)Cl. The catalyst is CN(C=O)C. The product is [NH2:18][C:13]1[CH:12]=[C:11]([CH:16]=[CH:15][C:14]=1[I:17])[C:10]([NH:9][CH:3]1[CH:4]2[CH2:7][CH2:8][N:1]([CH2:6][CH2:5]2)[CH2:2]1)=[O:21]. The yield is 0.980. (4) The reactants are [OH:1][CH2:2][C:3]1[S:4][CH:5]=[CH:6][C:7]=1[S:8]([N:11]([CH3:26])[C:12]1[CH:13]=[CH:14][CH:15]=[C:16]2[C:20]=1[NH:19][C:18]([C:21]1[S:22][CH:23]=[CH:24][N:25]=1)=[CH:17]2)(=[O:10])=[O:9].CC(OI1(OC(C)=O)(OC(C)=O)OC(=O)C2C=CC=CC1=2)=O.C(=O)([O-])O.[Na+]. The catalyst is C(#N)C. The product is [CH:2]([C:3]1[S:4][CH:5]=[CH:6][C:7]=1[S:8]([N:11]([CH3:26])[C:12]1[CH:13]=[CH:14][CH:15]=[C:16]2[C:20]=1[NH:19][C:18]([C:21]1[S:22][CH:23]=[CH:24][N:25]=1)=[CH:17]2)(=[O:10])=[O:9])=[O:1]. The yield is 0.460. (5) The reactants are [C:1]([NH:5][C:6]([C:8]1[C:16]2[C:11](=[N:12][CH:13]=[C:14]([C:17]3[C:25]4[C:20](=[CH:21][CH:22]=[C:23]([O:26][CH:27]([F:29])[F:28])[CH:24]=4)[N:19]([CH2:30][CH:31]4[CH2:34][N:33]([CH3:35])[CH2:32]4)[N:18]=3)[N:15]=2)[N:10](COCC[Si](C)(C)C)[CH:9]=1)=[O:7])([CH3:4])([CH3:3])[CH3:2].FC(F)(F)C(O)=O. The catalyst is ClCCl. The product is [C:1]([NH:5][C:6]([C:8]1[C:16]2[C:11](=[N:12][CH:13]=[C:14]([C:17]3[C:25]4[C:20](=[CH:21][CH:22]=[C:23]([O:26][CH:27]([F:28])[F:29])[CH:24]=4)[N:19]([CH2:30][CH:31]4[CH2:32][N:33]([CH3:35])[CH2:34]4)[N:18]=3)[N:15]=2)[NH:10][CH:9]=1)=[O:7])([CH3:4])([CH3:3])[CH3:2]. The yield is 0.690.